Task: Predict the reaction yield, written as a fraction of the theoretical maximum amount of product (1.0 means a 100% yield; for example, 0.34 means a 34% yield).. Dataset: Reaction yield outcomes from USPTO patents with 853,638 reactions (1) The reactants are [Cl:1][C:2]1[CH:3]=[CH:4][C:5]([O:28][CH2:29][CH:30]([CH3:32])[CH3:31])=[C:6]([CH2:8][N:9]2[C:13]([CH3:14])=[CH:12][C:11]([C:15]([NH:17][C:18]3[CH:23]=[CH:22][C:21]([CH:24]=O)=[C:20]([O:26][CH3:27])[CH:19]=3)=[O:16])=[N:10]2)[CH:7]=1.[CH3:33][NH2:34].C(O[BH-](OC(=O)C)OC(=O)C)(=O)C.[Na+].C(OCC)(=O)C. The catalyst is O1CCCC1.C(O)C.[Cl-].[Na+].O. The product is [ClH:1].[Cl:1][C:2]1[CH:3]=[CH:4][C:5]([O:28][CH2:29][CH:30]([CH3:32])[CH3:31])=[C:6]([CH2:8][N:9]2[C:13]([CH3:14])=[CH:12][C:11]([C:15]([NH:17][C:18]3[CH:23]=[CH:22][C:21]([CH2:24][NH:34][CH3:33])=[C:20]([O:26][CH3:27])[CH:19]=3)=[O:16])=[N:10]2)[CH:7]=1. The yield is 0.230. (2) The reactants are [CH3:1][O:2][C:3]1[N:8]=[CH:7][C:6]([N:9]2[C:13]([C:14]3[CH:19]=[CH:18][CH:17]=[CH:16][N:15]=3)=[CH:12][C:11]([C:20]([OH:22])=O)=[N:10]2)=[CH:5][CH:4]=1.FC(F)(F)C(O)=O.[NH2:30][C:31]1([C:36]([NH2:38])=[O:37])[CH2:35][CH2:34][CH2:33][CH2:32]1. No catalyst specified. The product is [C:36]([C:31]1([NH:30][C:20]([C:11]2[CH:12]=[C:13]([C:14]3[CH:19]=[CH:18][CH:17]=[CH:16][N:15]=3)[N:9]([C:6]3[CH:7]=[N:8][C:3]([O:2][CH3:1])=[CH:4][CH:5]=3)[N:10]=2)=[O:22])[CH2:35][CH2:34][CH2:33][CH2:32]1)(=[O:37])[NH2:38]. The yield is 0.920. (3) The reactants are O[CH2:2][C:3]1[C:13]([CH3:14])=[CH:12][C:6]([C:7]([O:9][CH2:10][CH3:11])=[O:8])=[CH:5][N:4]=1.S(Cl)([Cl:17])=O. The catalyst is C(Cl)Cl. The product is [ClH:17].[Cl:17][CH2:2][C:3]1[C:13]([CH3:14])=[CH:12][C:6]([C:7]([O:9][CH2:10][CH3:11])=[O:8])=[CH:5][N:4]=1. The yield is 1.00. (4) The reactants are [CH2:1]([O:8][CH2:9][C:10]1([S:13]([O:16]CCCC)(=[O:15])=[O:14])[CH2:12][CH2:11]1)[C:2]1[CH:7]=[CH:6][CH:5]=[CH:4][CH:3]=1.C([S-])#N.[K+:24]. The catalyst is COCCOC.O.C(OCC)(=O)C. The product is [CH2:1]([O:8][CH2:9][C:10]1([S:13]([O-:16])(=[O:15])=[O:14])[CH2:11][CH2:12]1)[C:2]1[CH:3]=[CH:4][CH:5]=[CH:6][CH:7]=1.[K+:24]. The yield is 0.910. (5) The reactants are [OH:1][C:2]1[CH:7]=[CH:6][C:5]([C:8]2[CH:9]=[C:10]([C:15]3[CH:23]=[CH:22]C(C(O)=O)=[CH:17][CH:16]=3)[NH:11][C:12](=[O:14])[N:13]=2)=[CH:4][C:3]=1[CH3:24].[CH3:25][N:26]([CH3:32])[CH2:27][CH2:28][NH:29][CH2:30][CH3:31].[OH:33]N1C2C=CC=CC=2N=N1.CCN=C=NC[CH2:49][CH2:50][N+](C)(C)C.[I-]. The catalyst is ClC(Cl)C.CN(C)C=O. The product is [CH3:25][N:26]([CH3:32])[CH2:27][CH2:28][N:29]([CH2:49][CH3:50])[C:30](=[O:33])[C:31]1[CH:22]=[CH:23][C:15]([C:10]2[NH:11][C:12](=[O:14])[N:13]=[C:8]([C:5]3[CH:6]=[CH:7][C:2]([OH:1])=[C:3]([CH3:24])[CH:4]=3)[CH:9]=2)=[CH:16][CH:17]=1. The yield is 0.200. (6) The product is [C:1]([N:20]1[CH:24]=[C:23]([CH:25]([OH:26])[CH3:27])[N:22]=[CH:21]1)([C:14]1[CH:15]=[CH:16][CH:17]=[CH:18][CH:19]=1)([C:8]1[CH:9]=[CH:10][CH:11]=[CH:12][CH:13]=1)[C:2]1[CH:7]=[CH:6][CH:5]=[CH:4][CH:3]=1. The catalyst is C1COCC1. The reactants are [C:1]([N:20]1[CH:24]=[C:23]([CH:25]=[O:26])[N:22]=[CH:21]1)([C:14]1[CH:19]=[CH:18][CH:17]=[CH:16][CH:15]=1)([C:8]1[CH:13]=[CH:12][CH:11]=[CH:10][CH:9]=1)[C:2]1[CH:7]=[CH:6][CH:5]=[CH:4][CH:3]=1.[CH3:27][Mg]Br. The yield is 0.750. (7) The reactants are [C-:1]#[N:2].[Na+].Br[CH2:5][CH2:6][O:7][C:8]1[CH:9]=[C:10]([N:17]2[CH2:22][CH2:21][O:20][CH2:19][CH2:18]2)[CH:11]=[CH:12][C:13]=1[N+:14]([O-:16])=[O:15].C(Cl)Cl. The catalyst is CS(C)=O.CCOCC.O. The product is [N:17]1([C:10]2[CH:11]=[CH:12][C:13]([N+:14]([O-:16])=[O:15])=[C:8]([CH:9]=2)[O:7][CH2:6][CH2:5][C:1]#[N:2])[CH2:22][CH2:21][O:20][CH2:19][CH2:18]1. The yield is 0.570.